Task: Binary Classification. Given a drug SMILES string, predict its activity (active/inactive) in a high-throughput screening assay against a specified biological target.. Dataset: Cav3 T-type calcium channel HTS with 100,875 compounds (1) The drug is O=C(NCCCN1CCN(CC1)C)Cn1nc(c2ccccc2)ccc1=O. The result is 0 (inactive). (2) The compound is Clc1c(NC(=O)c2c(F)c(F)c(F)c(F)c2F)cccc1. The result is 0 (inactive). (3) The drug is o1c(nc(c1NC)C#N)c1c2c(ccc1)cccc2. The result is 0 (inactive). (4) The molecule is O=c1c2c(n(c([O-])c1[n+]1ccccc1)C)cccc2. The result is 0 (inactive). (5) The drug is O=C(C(n1c(=O)[nH]c(=O)cc1)NC(=O)c1ccccc1)c1ccccc1. The result is 0 (inactive). (6) The molecule is S(CCC(NC(=O)Cn1ncc2c1c1c(oc2=O)ccc(c1)C)C(OC)=O)C. The result is 0 (inactive). (7) The molecule is O=C(Nc1nn(nc1C(=O)N)c1ccccc1)CN(CC)CC. The result is 0 (inactive). (8) The drug is O1C(C1CC(OC)OC)C(O)C(OCc1ccccc1)C. The result is 0 (inactive).